From a dataset of Forward reaction prediction with 1.9M reactions from USPTO patents (1976-2016). Predict the product of the given reaction. Given the reactants [Si:1]([O:8][CH2:9][CH2:10][CH2:11][CH2:12][N:13]([C:18]1[C:35]([CH:36]2[CH2:38][CH2:37]2)=[CH:34][C:21]2[C:22]([C:32]#[N:33])=[C:23]([C:25]3[CH:30]=[CH:29][C:28]([F:31])=[CH:27][CH:26]=3)[O:24][C:20]=2[CH:19]=1)[S:14]([CH3:17])(=[O:16])=[O:15])([C:4]([CH3:7])([CH3:6])[CH3:5])([CH3:3])[CH3:2].[NH2:39][OH:40], predict the reaction product. The product is: [Si:1]([O:8][CH2:9][CH2:10][CH2:11][CH2:12][N:13]([S:14]([CH3:17])(=[O:16])=[O:15])[C:18]1[C:35]([CH:36]2[CH2:37][CH2:38]2)=[CH:34][C:21]2[C:22]([C:32](=[N:39][OH:40])[NH2:33])=[C:23]([C:25]3[CH:30]=[CH:29][C:28]([F:31])=[CH:27][CH:26]=3)[O:24][C:20]=2[CH:19]=1)([C:4]([CH3:7])([CH3:5])[CH3:6])([CH3:3])[CH3:2].